This data is from Catalyst prediction with 721,799 reactions and 888 catalyst types from USPTO. The task is: Predict which catalyst facilitates the given reaction. (1) Reactant: [C:1]([O:9][CH2:10][C@H:11]1[S:15][CH:14]([N:16]2[CH:31]=[CH:30][C:20]([NH:21][C:22](=[O:29])[C:23]3[CH:28]=[CH:27][CH:26]=[CH:25][CH:24]=3)=[N:19][C:17]2=[O:18])[CH2:13][O:12]1)(=[O:8])[C:2]1[CH:7]=[CH:6][CH:5]=[CH:4][CH:3]=1. The catalyst class is: 5. Product: [C:1]([O:9][CH2:10][C@H:11]1[S:15][C@@H:14]([N:16]2[CH:31]=[CH:30][C:20]([NH:21][C:22](=[O:29])[C:23]3[CH:28]=[CH:27][CH:26]=[CH:25][CH:24]=3)=[N:19][C:17]2=[O:18])[CH2:13][O:12]1)(=[O:8])[C:2]1[CH:7]=[CH:6][CH:5]=[CH:4][CH:3]=1. (2) Product: [CH3:29][O:28][C:14]1[CH:15]=[C:16]([CH:26]=[CH:27][C:13]=1[NH:12][C:4]1[N:3]=[C:2]([NH:30][C:31]2[C:32]([C:37](=[O:38])[NH:39][CH3:40])=[N:33][CH:34]=[CH:35][CH:36]=2)[C:7]([C:8]([F:11])([F:10])[F:9])=[CH:6][N:5]=1)[CH2:17][P:18](=[O:25])([O:22][CH2:23][CH3:24])[O:19][CH2:20][CH3:21]. Reactant: Cl[C:2]1[C:7]([C:8]([F:11])([F:10])[F:9])=[CH:6][N:5]=[C:4]([NH:12][C:13]2[CH:27]=[CH:26][C:16]([CH2:17][P:18](=[O:25])([O:22][CH2:23][CH3:24])[O:19][CH2:20][CH3:21])=[CH:15][C:14]=2[O:28][CH3:29])[N:3]=1.[NH2:30][C:31]1[C:32]([C:37]([NH:39][CH3:40])=[O:38])=[N:33][CH:34]=[CH:35][CH:36]=1.C(O)(C(F)(F)F)=O. The catalyst class is: 6.